Dataset: CYP2C9 substrate classification data from Carbon-Mangels et al.. Task: Regression/Classification. Given a drug SMILES string, predict its absorption, distribution, metabolism, or excretion properties. Task type varies by dataset: regression for continuous measurements (e.g., permeability, clearance, half-life) or binary classification for categorical outcomes (e.g., BBB penetration, CYP inhibition). Dataset: cyp2c9_substrate_carbonmangels. (1) The compound is CC/C(=C(\CC)c1ccc(O)cc1)c1ccc(O)cc1. The result is 0 (non-substrate). (2) The drug is CCCc1nn(C)c2c(=O)nc(-c3cc(S(=O)(=O)N4CCN(C)CC4)ccc3OCC)[nH]c12. The result is 1 (substrate). (3) The drug is CCC1(c2ccccc2)C(=O)NC(=O)NC1=O. The result is 1 (substrate). (4) The molecule is CCOC(=O)C1=C(C)NC(C)=C(C(=O)OC)[C@@H]1c1cccc(Cl)c1Cl. The result is 0 (non-substrate). (5) The drug is ClC=C(Cl)Cl. The result is 0 (non-substrate). (6) The compound is CCc1c(C)[nH]c2c1C(=O)[C@@H](CN1CCOCC1)CC2. The result is 0 (non-substrate).